Dataset: Blood-brain barrier permeability classification from the B3DB database. Task: Regression/Classification. Given a drug SMILES string, predict its absorption, distribution, metabolism, or excretion properties. Task type varies by dataset: regression for continuous measurements (e.g., permeability, clearance, half-life) or binary classification for categorical outcomes (e.g., BBB penetration, CYP inhibition). Dataset: b3db_classification. The drug is NC(N)=NCCCOc1ccccc1. The result is 1 (penetrates BBB).